From a dataset of Full USPTO retrosynthesis dataset with 1.9M reactions from patents (1976-2016). Predict the reactants needed to synthesize the given product. Given the product [Cl:23][C:24]1[C:28]([Cl:29])=[C:27]([CH3:30])[NH:26][C:25]=1[C:31]([NH:33][CH:34]1[CH2:39][CH2:38][N:37]([C:40]2[N:45]=[C:44]([N:46]3[CH2:50][CH2:49][CH2:48][CH2:47]3)[N:43]=[C:42]([C:51]([OH:53])=[O:52])[CH:41]=2)[CH2:36][CH2:35]1)=[O:32], predict the reactants needed to synthesize it. The reactants are: ClC1C(Cl)=C(C)NC=1C(NC1CCN(C2SC=CN=2)CC1)=O.[Cl:23][C:24]1[C:28]([Cl:29])=[C:27]([CH3:30])[NH:26][C:25]=1[C:31]([NH:33][CH:34]1[CH2:39][CH2:38][N:37]([C:40]2[N:45]=[C:44]([N:46]3[CH2:50][CH2:49][CH2:48][CH2:47]3)[N:43]=[C:42]([C:51]([O:53]C)=[O:52])[CH:41]=2)[CH2:36][CH2:35]1)=[O:32].